Task: Predict which catalyst facilitates the given reaction.. Dataset: Catalyst prediction with 721,799 reactions and 888 catalyst types from USPTO (1) Reactant: [F:1][C:2]1[CH:3]=[C:4]([C:9]2[O:10][C:11]3[C:17]([CH:18]=[CH2:19])=[CH:16][C:15]([OH:20])=[CH:14][C:12]=3[N:13]=2)[CH:5]=[CH:6][C:7]=1[OH:8].N1C=CN=C1.[Si:26](Cl)([C:29]([CH3:32])([CH3:31])[CH3:30])([CH3:28])[CH3:27]. Product: [F:1][C:2]1[CH:3]=[C:4]([C:9]2[O:10][C:11]3[C:17]([CH:18]=[CH2:19])=[CH:16][C:15]([OH:20])=[CH:14][C:12]=3[N:13]=2)[CH:5]=[CH:6][C:7]=1[O:8][Si:26]([C:29]([CH3:32])([CH3:31])[CH3:30])([CH3:28])[CH3:27]. The catalyst class is: 7. (2) Reactant: OCC(C)(C)C[O:5][C:6](=[O:25])[CH2:7][CH2:8][CH2:9][C:10]1([C:18]2[CH:23]=[CH:22][C:21]([F:24])=[CH:20][CH:19]=2)[O:15][CH2:14][C:13]([CH3:17])([CH3:16])[CH2:12][O:11]1.CO.[OH-].[Na+].Cl. Product: [F:24][C:21]1[CH:20]=[CH:19][C:18]([C:10]2([CH2:9][CH2:8][CH2:7][C:6]([OH:25])=[O:5])[O:11][CH2:12][C:13]([CH3:17])([CH3:16])[CH2:14][O:15]2)=[CH:23][CH:22]=1. The catalyst class is: 6. (3) Reactant: [CH2:1]([O:8][CH2:9][CH:10]1[CH2:15][CH2:14][CH:13]([CH2:16][OH:17])[CH2:12][CH2:11]1)[C:2]1[CH:7]=[CH:6][CH:5]=[CH:4][CH:3]=1.C([O-])(O)=[O:19].[Na+]. Product: [CH3:1][O:8][C:9]([CH:10]1[CH2:15][CH2:14][CH:13]([CH2:16][OH:17])[CH2:12][CH2:11]1)=[O:19].[CH2:1]([O:8][CH2:9][CH:10]1[CH2:15][CH2:14][CH:13]([CH:16]=[O:17])[CH2:12][CH2:11]1)[C:2]1[CH:7]=[CH:6][CH:5]=[CH:4][CH:3]=1. The catalyst class is: 4.